This data is from Forward reaction prediction with 1.9M reactions from USPTO patents (1976-2016). The task is: Predict the product of the given reaction. (1) Given the reactants C(N[CH:5]([CH3:7])[CH3:6])(C)C.C([Li])CCC.[CH3:13][C@@H:14]1[CH2:23][CH2:22][CH2:21][C:16]2([CH2:20][CH2:19][CH2:18][CH2:17]2)[C@@H:15]1[C:24](=[O:26])C.C(=O)C.Cl.O.C1(C)C=CC(S(O)(=O)=O)=CC=1.C([O-])(O)=O.[Na+], predict the reaction product. The product is: [CH3:13][C@@H:14]1[CH2:23][CH2:22][CH2:21][C:16]2([CH2:20][CH2:19][CH2:18][CH2:17]2)[C@@H:15]1[C:24](=[O:26])/[CH:7]=[CH:5]/[CH3:6]. (2) Given the reactants [N:1]([CH2:4][C:5]1[CH:10]=[CH:9][C:8]([N:11]2[CH2:15][CH2:14][C:13]([C:20]3[CH:25]=[C:24]([Cl:26])[C:23]([Cl:27])=[C:22]([Cl:28])[CH:21]=3)([C:16]([F:19])([F:18])[F:17])[CH2:12]2)=[CH:7][C:6]=1[Br:29])=[N+]=[N-].C1(C)C=CC=CC=1.CP(C)C.O, predict the reaction product. The product is: [Br:29][C:6]1[CH:7]=[C:8]([N:11]2[CH2:15][CH2:14][C:13]([C:20]3[CH:25]=[C:24]([Cl:26])[C:23]([Cl:27])=[C:22]([Cl:28])[CH:21]=3)([C:16]([F:18])([F:17])[F:19])[CH2:12]2)[CH:9]=[CH:10][C:5]=1[CH2:4][NH2:1]. (3) Given the reactants N1C=CC=CC=1.[OH-].[K+].[F:9][C:10]1[CH:15]=[CH:14][CH:13]=[CH:12][C:11]=1[S:16](Cl)(=[O:18])=[O:17].[CH3:20][C:21]1[CH:22]=[C:23]([CH:25]=[C:26]([CH3:35])[C:27]=1[S:28]([CH2:31][N+:32]([O-:34])=[O:33])(=[O:30])=[O:29])[NH2:24].Cl, predict the reaction product. The product is: [CH3:35][C:26]1[CH:25]=[C:23]([NH:24][S:16]([C:11]2[CH:12]=[CH:13][CH:14]=[CH:15][C:10]=2[F:9])(=[O:18])=[O:17])[CH:22]=[C:21]([CH3:20])[C:27]=1[S:28]([CH2:31][N+:32]([O-:34])=[O:33])(=[O:30])=[O:29]. (4) Given the reactants [F:1][C:2]1[CH:3]=[CH:4][C:5]([C:21]([F:24])([F:23])[F:22])=[C:6]([CH:20]=1)[C:7]([N:9]1[CH2:14][CH2:13][N:12]([C:15](=[O:19])[C:16](Cl)=[O:17])[CH2:11][CH2:10]1)=[O:8].Cl.N1(C=O)CCNCC1.FC1C=CC(C(F)(F)F)=C(C=1)C(O)=O.[NH2:48][C:49]1[CH:50]=[C:51]([CH:56]=[CH:57][CH:58]=1)[C:52]([NH:54][CH3:55])=[O:53].CCN(CC)CC, predict the reaction product. The product is: [F:1][C:2]1[CH:3]=[CH:4][C:5]([C:21]([F:24])([F:23])[F:22])=[C:6]([CH:20]=1)[C:7]([N:9]1[CH2:14][CH2:13][N:12]([C:15](=[O:19])[C:16]([NH:48][C:49]2[CH:50]=[C:51]([CH:56]=[CH:57][CH:58]=2)[C:52]([NH:54][CH3:55])=[O:53])=[O:17])[CH2:11][CH2:10]1)=[O:8]. (5) Given the reactants [F:1][C:2]([F:43])([F:42])[C:3]1[CH:4]=[C:5]([CH:35]=[C:36]([C:38]([F:41])([F:40])[F:39])[CH:37]=1)[C:6]([N:8]1[CH2:13][CH2:12][N:11](C(OCC2C=CC=CC=2)=O)[CH2:10][CH:9]1[CH2:24][C:25]1[CH:30]=[CH:29][CH:28]=[C:27]([O:31][CH3:32])[C:26]=1[O:33][CH3:34])=[O:7], predict the reaction product. The product is: [F:43][C:2]([F:1])([F:42])[C:3]1[CH:4]=[C:5]([CH:35]=[C:36]([C:38]([F:39])([F:40])[F:41])[CH:37]=1)[C:6]([N:8]1[CH2:13][CH2:12][NH:11][CH2:10][CH:9]1[CH2:24][C:25]1[CH:30]=[CH:29][CH:28]=[C:27]([O:31][CH3:32])[C:26]=1[O:33][CH3:34])=[O:7]. (6) Given the reactants [CH2:1]([O:8][C:9]1[CH:14]=[CH:13][CH:12]=[C:11](Br)[CH:10]=1)[C:2]1[CH:7]=[CH:6][CH:5]=[CH:4][CH:3]=1.[B:16]1([B:16]2[O:20][C:19]([CH3:22])([CH3:21])[C:18]([CH3:24])([CH3:23])[O:17]2)[O:20][C:19]([CH3:22])([CH3:21])[C:18]([CH3:24])([CH3:23])[O:17]1.C([O-])(=O)C.[K+], predict the reaction product. The product is: [CH2:1]([O:8][C:9]1[CH:10]=[C:11]([B:16]2[O:20][C:19]([CH3:22])([CH3:21])[C:18]([CH3:24])([CH3:23])[O:17]2)[CH:12]=[CH:13][CH:14]=1)[C:2]1[CH:7]=[CH:6][CH:5]=[CH:4][CH:3]=1.